Task: Predict the reactants needed to synthesize the given product.. Dataset: Full USPTO retrosynthesis dataset with 1.9M reactions from patents (1976-2016) Given the product [CH:1]([C:4]1[CH:5]=[C:6]([CH2:15][C:16]([O:18][CH3:19])=[O:17])[CH:7]=[C:8]([CH:12]([CH3:14])[CH3:13])[C:9]=1[OH:10])([CH3:3])[CH3:2], predict the reactants needed to synthesize it. The reactants are: [CH:1]([C:4]1[CH:5]=[C:6]([CH2:15][C:16]([O:18][CH3:19])=[O:17])[CH:7]=[C:8]([CH:12]([CH3:14])[CH3:13])[C:9]=1[O:10]C)([CH3:3])[CH3:2].B(Br)(Br)Br.